Dataset: Reaction yield outcomes from USPTO patents with 853,638 reactions. Task: Predict the reaction yield, written as a fraction of the theoretical maximum amount of product (1.0 means a 100% yield; for example, 0.34 means a 34% yield). (1) The reactants are [O:1]1[C:5](=[O:6])[CH:4]=[CH:3][C:2]1=[O:7].[CH:8]1[CH2:14][CH:13]=[CH:12][CH:11]=[CH:10][CH:9]=1. The catalyst is C1(C)C(C)=CC=CC=1. The product is [CH:9]12[CH:8]=[CH:14][CH:13]([CH:12]3[CH:10]1[CH2:11]3)[CH:4]1[CH:3]2[C:2](=[O:7])[O:1][C:5]1=[O:6]. The yield is 0.0800. (2) The reactants are [NH2:1][C:2]1[N:6]([CH3:7])[C:5](=[O:8])[C:4]([C:22]2[CH:26]=[C:25]([C:27]3([CH2:32][CH3:33])OCC[O:28]3)[S:24][CH:23]=2)([C:9]2[CH:14]=[CH:13][CH:12]=[C:11]([C:15]3[C:16]([F:21])=[N:17][CH:18]=[CH:19][CH:20]=3)[CH:10]=2)[N:3]=1.[OH-].[Na+]. The catalyst is C(OCC)C.Cl.C(Cl)Cl. The product is [NH2:1][C:2]1[N:6]([CH3:7])[C:5](=[O:8])[C:4]([C:9]2[CH:14]=[CH:13][CH:12]=[C:11]([C:15]3[C:16]([F:21])=[N:17][CH:18]=[CH:19][CH:20]=3)[CH:10]=2)([C:22]2[CH:26]=[C:25]([C:27](=[O:28])[CH2:32][CH3:33])[S:24][CH:23]=2)[N:3]=1. The yield is 0.710. (3) The yield is 0.300. The product is [CH:20]1([C:18]([C:12]2[CH:13]=[C:14]([CH3:17])[CH:15]=[CH:16][C:11]=2[NH:10][C:8]([NH:7][C:5]2[S:6][C:2]([S:29][CH2:28][CH2:27][N:26]([CH3:30])[CH3:25])=[CH:3][N:4]=2)=[O:9])=[O:19])[CH2:24][CH2:23][CH2:22][CH2:21]1. No catalyst specified. The reactants are Br[C:2]1[S:6][C:5]([NH:7][C:8]([NH:10][C:11]2[CH:16]=[CH:15][C:14]([CH3:17])=[CH:13][C:12]=2[C:18]([CH:20]2[CH2:24][CH2:23][CH2:22][CH2:21]2)=[O:19])=[O:9])=[N:4][CH:3]=1.[CH3:25][N:26]([CH3:30])[CH2:27][CH2:28][SH:29]. (4) The catalyst is COCCOC.O.C1C=CC(P(C2C=CC=CC=2)[C-]2C=CC=C2)=CC=1.C1C=CC(P(C2C=CC=CC=2)[C-]2C=CC=C2)=CC=1.Cl[Pd]Cl.[Fe+2].C(Cl)Cl. The product is [CH3:24][C:23]1[CH:22]=[C:21]([CH3:25])[NH:20][C:19](=[O:26])[C:18]=1[CH2:17][NH:16][C:14]([C:4]1[C:5]2[CH:10]=[N:9][N:8]([CH:11]([CH3:13])[CH3:12])[C:6]=2[N:7]=[C:2]([C:31]2[C:32](=[O:34])[NH:33][C:28](=[O:27])[NH:29][CH:30]=2)[CH:3]=1)=[O:15]. The yield is 0.420. The reactants are Cl[C:2]1[CH:3]=[C:4]([C:14]([NH:16][CH2:17][C:18]2[C:19](=[O:26])[NH:20][C:21]([CH3:25])=[CH:22][C:23]=2[CH3:24])=[O:15])[C:5]2[CH:10]=[N:9][N:8]([CH:11]([CH3:13])[CH3:12])[C:6]=2[N:7]=1.[O:27]=[C:28]1[NH:33][C:32](=[O:34])[C:31](B(O)O)=[CH:30][NH:29]1.C(=O)(O)[O-].[Na+].O. (5) The reactants are [Na].[CH3:2][OH:3].Cl[C:5]1[N:6]=[C:7]([CH3:15])[C:8]([C:11]([O:13]C)=[O:12])=[N:9][CH:10]=1.[OH-].[Na+].Cl. No catalyst specified. The product is [CH3:2][O:3][C:5]1[N:6]=[C:7]([CH3:15])[C:8]([C:11]([OH:13])=[O:12])=[N:9][CH:10]=1. The yield is 1.00. (6) The reactants are [Cl:1][C:2]1[N:7]=[C:6](Cl)[CH:5]=[CH:4][N:3]=1.[C:9]1([C@@H:15]([NH2:17])[CH3:16])[CH:14]=[CH:13][CH:12]=[CH:11][CH:10]=1.C(N(C(C)C)CC)(C)C. The catalyst is CN(C=O)C. The product is [Cl:1][C:2]1[N:7]=[C:6]([NH:17][C@H:15]([C:9]2[CH:14]=[CH:13][CH:12]=[CH:11][CH:10]=2)[CH3:16])[CH:5]=[CH:4][N:3]=1. The yield is 0.360. (7) The reactants are [CH3:1][CH:2]([CH3:5])[CH2:3][OH:4].[F:6][C:7]1[CH:12]=[C:11]([N+:13]([O-:15])=[O:14])[C:10](F)=[CH:9][C:8]=1[CH3:17].[F:18][C:19]1[C:20]([CH3:31])=[CH:21][C:22]([O:26][CH2:27][CH:28]([CH3:30])[CH3:29])=[C:23]([CH:25]=1)[NH2:24].[NH2:32][C:33]1[S:34][CH:35]=[CH:36][N:37]=1. No catalyst specified. The product is [F:6][C:7]1[CH:12]=[C:11]([N+:13]([O-:15])=[O:14])[C:10]([O:4][CH2:3][CH:2]([CH3:5])[CH3:1])=[CH:9][C:8]=1[CH3:17].[F:18][C:19]1[C:20]([CH3:31])=[CH:21][C:22]([O:26][CH2:27][CH:28]([CH3:29])[CH3:30])=[C:23]([NH:24][C:3]([NH:32][C:33]2[S:34][CH:35]=[CH:36][N:37]=2)=[O:4])[CH:25]=1. The yield is 0.650.